This data is from Forward reaction prediction with 1.9M reactions from USPTO patents (1976-2016). The task is: Predict the product of the given reaction. (1) The product is: [F:22][C:23]1[CH:24]=[CH:25][C:26]([C:29]2[O:33][N:32]=[C:31]([C:34]([N:10]3[CH2:9][C@H:8]([C:11]4[CH:16]=[CH:15][C:14]([C:17]([F:20])([F:18])[F:19])=[CH:13][CH:12]=4)[NH:7][C:6](=[O:21])[C@@H:5]3[CH2:1][CH:2]([CH3:4])[CH3:3])=[O:35])[CH:30]=2)=[CH:27][CH:28]=1. Given the reactants [CH2:1]([C@@H:5]1[NH:10][CH2:9][C@H:8]([C:11]2[CH:16]=[CH:15][C:14]([C:17]([F:20])([F:19])[F:18])=[CH:13][CH:12]=2)[NH:7][C:6]1=[O:21])[CH:2]([CH3:4])[CH3:3].[F:22][C:23]1[CH:28]=[CH:27][C:26]([C:29]2[O:33][N:32]=[C:31]([C:34](O)=[O:35])[CH:30]=2)=[CH:25][CH:24]=1.C([C@@H]1N(C(=O)/C=C/C2C=CC=CC=2)C[C@H](CC(C)C)NC1=O)C(C)C, predict the reaction product. (2) Given the reactants [NH2:1][C:2]1[CH:7]=[CH:6][C:5]([CH2:8][CH2:9][C:10]2[N:11]=[C:12]([NH:15][C:16](=[O:18])[CH3:17])[S:13][CH:14]=2)=[CH:4][CH:3]=1.Cl.[CH:20](=[NH:24])OCC, predict the reaction product. The product is: [NH:24]=[CH:20][NH:1][C:2]1[CH:7]=[CH:6][C:5]([CH2:8][CH2:9][C:10]2[N:11]=[C:12]([NH:15][C:16](=[O:18])[CH3:17])[S:13][CH:14]=2)=[CH:4][CH:3]=1. (3) Given the reactants [CH:1]1[CH:6]=[CH:5][CH:4]=[CH:3][CH:2]=1.C(OCC)(=O)C=C.C([O-])(=O)C.[Na+].C(CC(=O)C)(=O)C.C(O)(=O)CC.O=O.[C:33]([O:43][CH2:44][CH3:45])(=[O:42])[CH:34]=[CH:35][C:36]1[CH:41]=[CH:40][CH:39]=[CH:38][CH:37]=1, predict the reaction product. The product is: [C:1]1([C:35]([C:36]2[CH:37]=[CH:38][CH:39]=[CH:40][CH:41]=2)=[CH:34][C:33]([O:43][CH2:44][CH3:45])=[O:42])[CH:6]=[CH:5][CH:4]=[CH:3][CH:2]=1.